From a dataset of Catalyst prediction with 721,799 reactions and 888 catalyst types from USPTO. Predict which catalyst facilitates the given reaction. (1) Reactant: I.[OH:2][CH:3]1[C@@H:7]([NH:8][C:9](=[O:32])[C@H:10]([CH2:28][CH:29]([CH3:31])[CH3:30])[NH:11][C:12](=[NH:27])[C:13]2[CH:26]=[CH:25][C:24]3[S:23][C:22]4[C:17](=[CH:18][CH:19]=[CH:20][CH:21]=4)[NH:16][C:15]=3[CH:14]=2)[CH2:6][CH2:5][O:4]1.[Cl-:33]. Product: [ClH:33].[OH:2][CH:3]1[C@@H:7]([NH:8][C:9](=[O:32])[C@H:10]([CH2:28][CH:29]([CH3:30])[CH3:31])[NH:11][C:12](=[NH:27])[C:13]2[CH:26]=[CH:25][C:24]3[S:23][C:22]4[C:17](=[CH:18][CH:19]=[CH:20][CH:21]=4)[NH:16][C:15]=3[CH:14]=2)[CH2:6][CH2:5][O:4]1. The catalyst class is: 6. (2) Reactant: [C:1]([C:5]1[N:9]([CH2:10][CH:11]2[CH2:16][CH2:15][CH:14]([F:17])[CH2:13][CH2:12]2)[C:8]2[CH:18]=[CH:19][C:20]([NH:22]C(=O)C)=[CH:21][C:7]=2[N:6]=1)([CH3:4])([CH3:3])[CH3:2].Cl. Product: [C:1]([C:5]1[N:9]([CH2:10][CH:11]2[CH2:12][CH2:13][CH:14]([F:17])[CH2:15][CH2:16]2)[C:8]2[CH:18]=[CH:19][C:20]([NH2:22])=[CH:21][C:7]=2[N:6]=1)([CH3:4])([CH3:2])[CH3:3]. The catalyst class is: 14. (3) Reactant: [CH:1]1([CH2:4][O:5][C:6]2[CH:7]=[C:8]([CH2:15][C:16]([O:18][CH2:19][CH3:20])=[O:17])[CH:9]=[CH:10][C:11]=2[N+:12]([O-:14])=[O:13])[CH2:3][CH2:2]1.[H-].[Na+].[CH2:23](Br)[CH:24]([CH3:26])[CH3:25].[NH4+].[Cl-]. Product: [CH:1]1([CH2:4][O:5][C:6]2[CH:7]=[C:8]([CH:15]([CH2:23][CH:24]([CH3:26])[CH3:25])[C:16]([O:18][CH2:19][CH3:20])=[O:17])[CH:9]=[CH:10][C:11]=2[N+:12]([O-:14])=[O:13])[CH2:2][CH2:3]1. The catalyst class is: 3. (4) Reactant: CC(N=NC(C#N)(C)C)(C#N)C.[Br:13]N1C(=O)CCC1=O.[CH3:21][O:22][C:23]([C:25]1[C:33]2[CH:32]=[C:31]([CH3:34])[O:30][C:29]=2[C:28]([O:35][CH:36]2[CH2:40][CH2:39][CH2:38][CH2:37]2)=[CH:27][CH:26]=1)=[O:24]. Product: [CH3:21][O:22][C:23]([C:25]1[C:33]2[CH:32]=[C:31]([CH2:34][Br:13])[O:30][C:29]=2[C:28]([O:35][CH:36]2[CH2:40][CH2:39][CH2:38][CH2:37]2)=[CH:27][CH:26]=1)=[O:24]. The catalyst class is: 53. (5) The catalyst class is: 3. Reactant: [CH2:1]([S:3][C:4]1[CH:11]=[CH:10][C:7]([C:8]#[N:9])=[CH:6][C:5]=1[NH:12][NH2:13])[CH3:2].[Br:14][C:15]1[C:23]([O:24][C:25]([F:28])([F:27])[F:26])=[CH:22][C:18]([C:19](O)=[O:20])=[C:17]([N+:29]([O-:31])=[O:30])[CH:16]=1. Product: [Br:14][C:15]1[C:23]([O:24][C:25]([F:27])([F:28])[F:26])=[CH:22][C:18]([C:19]([NH:13][NH:12][C:5]2[CH:6]=[C:7]([C:8]#[N:9])[CH:10]=[CH:11][C:4]=2[S:3][CH2:1][CH3:2])=[O:20])=[C:17]([N+:29]([O-:31])=[O:30])[CH:16]=1. (6) Reactant: [Cl-].[Al+3].[Cl-].[Cl-].[H-].[Al+3].[Li+].[H-].[H-].[H-].[CH3:11][C:12]([CH3:41])([CH2:15][CH2:16][CH2:17][CH2:18][O:19][C:20]1[CH:25]=[C:24]([C:26]2[CH:31]=[CH:30][C:29]3[O:32][CH2:33][O:34][C:28]=3[CH:27]=2)[CH:23]=[C:22]([C:35]2[CH:40]=[CH:39][CH:38]=[CH:37][CH:36]=2)[N:21]=1)[C:13]#[N:14]. Product: [NH2:14][CH2:13][C:12]([CH3:41])([CH3:11])[CH2:15][CH2:16][CH2:17][CH2:18][O:19][C:20]1[CH:25]=[C:24]([C:26]2[CH:31]=[CH:30][C:29]3[O:32][CH2:33][O:34][C:28]=3[CH:27]=2)[CH:23]=[C:22]([C:35]2[CH:40]=[CH:39][CH:38]=[CH:37][CH:36]=2)[N:21]=1. The catalyst class is: 28.